From a dataset of Full USPTO retrosynthesis dataset with 1.9M reactions from patents (1976-2016). Predict the reactants needed to synthesize the given product. (1) Given the product [CH3:15][C:10]1([C:7]2[S:6][C:5]([CH2:4][NH2:1])=[N:9][CH:8]=2)[O:14][CH2:13][CH2:12][O:11]1, predict the reactants needed to synthesize it. The reactants are: [N:1]([CH2:4][C:5]1[S:6][C:7]([C:10]2([CH3:15])[O:14][CH2:13][CH2:12][O:11]2)=[CH:8][N:9]=1)=[N+]=[N-].C1C=CC(P(C2C=CC=CC=2)C2C=CC=CC=2)=CC=1.O. (2) The reactants are: [CH2:1]([C:5]([C:21]1[CH:26]=[CH:25][C:24]([O:27][CH2:28][C:29]([O:31]CC)=[O:30])=[CH:23][CH:22]=1)=[C:6]([C:14]1[CH:19]=[CH:18][C:17]([OH:20])=[CH:16][CH:15]=1)[C:7]1[CH:12]=[CH:11][C:10]([OH:13])=[CH:9][CH:8]=1)[CH2:2][CH2:3][CH3:4].[OH-].[Na+].Cl. Given the product [CH2:1]([C:5]([C:21]1[CH:22]=[CH:23][C:24]([O:27][CH2:28][C:29]([OH:31])=[O:30])=[CH:25][CH:26]=1)=[C:6]([C:14]1[CH:19]=[CH:18][C:17]([OH:20])=[CH:16][CH:15]=1)[C:7]1[CH:8]=[CH:9][C:10]([OH:13])=[CH:11][CH:12]=1)[CH2:2][CH2:3][CH3:4], predict the reactants needed to synthesize it. (3) Given the product [C:20]([CH2:27][CH2:15][C:14]1[S:13][C:8]2[CH:7]=[CH:6][C:5]([CH3:12])=[CH:4][C:3]=2[CH:1]=1)([OH:21])=[O:23], predict the reactants needed to synthesize it. The reactants are: [CH:1]([C:3]1[CH:4]=[C:5]([CH3:12])[CH:6]=[CH:7][C:8]=1[N+]([O-])=O)=O.[SH:13][CH2:14][C:15](OCC)=O.[C:20](=[O:23])([O-])[O-:21].[K+].[K+].O.[CH3:27]N(C=O)C. (4) Given the product [Cl:16][C:11]1[CH:12]=[CH:13][CH:14]=[CH:15][C:10]=1[C:8]1[S:7][N:6]=[C:5]([O:36][CH2:32][C:33]#[C:34][CH3:35])[N:9]=1, predict the reactants needed to synthesize it. The reactants are: CS([C:5]1[N:9]=[C:8]([C:10]2[CH:15]=[CH:14][CH:13]=[CH:12][C:11]=2[Cl:16])[S:7][N:6]=1)(=O)=O.CS(C1N=C(C2C=CC=CC=2Cl)SN=1)=O.[CH2:32]([OH:36])[C:33]#[C:34][CH3:35].[H-].[Na+].[Cl-].[Na+]. (5) Given the product [CH2:29]([C:16]1[N:17]=[N:18][C:19]([O:21][CH:22]2[CH2:23][CH2:24][N:25]([CH3:28])[CH2:26][CH2:27]2)=[CH:20][C:15]=1[C:12]1[CH:11]=[CH:10][C:9]([OH:8])=[CH:14][CH:13]=1)[CH2:30][CH2:31][CH3:32], predict the reactants needed to synthesize it. The reactants are: C([O:8][C:9]1[CH:14]=[CH:13][C:12]([C:15]2[CH:20]=[C:19]([O:21][CH:22]3[CH2:27][CH2:26][N:25]([CH3:28])[CH2:24][CH2:23]3)[N:18]=[N:17][C:16]=2[CH2:29][CH2:30][CH2:31][CH3:32])=[CH:11][CH:10]=1)C1C=CC=CC=1. (6) Given the product [C:19]([C:21]1[CH:22]=[C:23]([S:40]([N:43]([CH2:49][C:50]2[CH:55]=[CH:54][C:53]([O:56][CH3:57])=[CH:52][C:51]=2[O:58][CH3:59])[C:44]2[S:48][N:47]=[CH:46][N:45]=2)(=[O:42])=[O:41])[CH:24]=[CH:25][C:26]=1[O:27][C:28]1[CH:29]=[CH:30][C:31]([O:34][C:35]([F:37])([F:36])[F:38])=[CH:32][C:33]=1[C:9]1[N:5]([CH2:4][O:3][CH2:1][CH3:2])[N:6]=[CH:7][CH:8]=1)#[N:20], predict the reactants needed to synthesize it. The reactants are: [CH2:1]([O:3][CH2:4][N:5]1[C:9](B2OC(C)(C)C(C)(C)O2)=[CH:8][CH:7]=[N:6]1)[CH3:2].[C:19]([C:21]1[CH:22]=[C:23]([S:40]([N:43]([CH2:49][C:50]2[CH:55]=[CH:54][C:53]([O:56][CH3:57])=[CH:52][C:51]=2[O:58][CH3:59])[C:44]2[S:48][N:47]=[CH:46][N:45]=2)(=[O:42])=[O:41])[CH:24]=[CH:25][C:26]=1[O:27][C:28]1[CH:33]=[CH:32][C:31]([O:34][C:35]([F:38])([F:37])[F:36])=[CH:30][C:29]=1I)#[N:20]. (7) Given the product [CH2:20]([O:19][C:13]1[CH:12]=[C:11]2[C:16]([C:7]([O:6][C:5]3[CH:27]=[CH:28][C:2]([NH:1][C:35]([NH:30][CH:31]4[CH2:33][CH2:32]4)=[O:42])=[C:3]([Cl:29])[CH:4]=3)=[CH:8][CH:9]=[N:10]2)=[CH:15][C:14]=1[C:17]#[N:18])[C:21]1[CH:26]=[CH:25][CH:24]=[CH:23][CH:22]=1, predict the reactants needed to synthesize it. The reactants are: [NH2:1][C:2]1[CH:28]=[CH:27][C:5]([O:6][C:7]2[C:16]3[C:11](=[CH:12][C:13]([O:19][CH2:20][C:21]4[CH:26]=[CH:25][CH:24]=[CH:23][CH:22]=4)=[C:14]([C:17]#[N:18])[CH:15]=3)[N:10]=[CH:9][CH:8]=2)=[CH:4][C:3]=1[Cl:29].[N:30]1[CH:35]=C[CH:33]=[CH:32][CH:31]=1.C1([O:42]C(Cl)=O)C=CC=CC=1.C1(N)CC1. (8) Given the product [C:1]([N:4]1[C:8]2=[CH:9][CH:10]=[C:11]3[C:16]([N:15]=[C:14]([CH:17]([CH3:19])[CH3:18])[N:13]([C:20]4[CH:21]=[CH:22][C:23]([Cl:26])=[CH:24][CH:25]=4)[C:12]3=[O:27])=[C:7]2[C:6]([CH3:28])=[CH:5]1)(=[O:3])[CH3:2], predict the reactants needed to synthesize it. The reactants are: [C:1]([N:4]1[C:8]2=[CH:9][CH:10]=[C:11]3[C:16]([N:15]=[C:14]([CH:17]([CH3:19])[CH3:18])[N:13]([C:20]4[CH:25]=[CH:24][C:23]([Cl:26])=[CH:22][CH:21]=4)[C:12]3=[O:27])=[C:7]2[C:6](=[CH2:28])[CH2:5]1)(=[O:3])[CH3:2].C12(CS(O)(=O)=O)C(C)(C)C(CC1)CC2=O. (9) Given the product [Cl:1][C:2]1[C:11]2[C:10](=[O:12])[N:9]([CH2:23][C@@H:24]3[CH2:28][O:27][C:26]([CH3:30])([CH3:29])[O:25]3)[CH:8]=[N:7][C:6]=2[N:5]([CH3:13])[C:4](=[O:14])[C:3]=1[CH3:15], predict the reactants needed to synthesize it. The reactants are: [Cl:1][C:2]1[C:11]2[C:10](=[O:12])[NH:9][CH:8]=[N:7][C:6]=2[N:5]([CH3:13])[C:4](=[O:14])[C:3]=1[CH3:15].C(=O)([O-])[O-].[Cs+].[Cs+].Cl[CH2:23][C@@H:24]1[CH2:28][O:27][C:26]([CH3:30])([CH3:29])[O:25]1.C(Cl)Cl. (10) Given the product [CH3:24][C:25]1[CH:30]=[CH:29][C:28]([CH3:31])=[CH:27][C:26]=1[N:32]1[C:36]([S:37][CH2:38][C:39]([NH:14][C:13]2[N:9]([C:6]3[CH:5]=[CH:4][C:3]([O:2][CH3:1])=[CH:8][CH:7]=3)[N:10]=[CH:11][CH:12]=2)=[O:40])=[N:35][N:34]=[N:33]1, predict the reactants needed to synthesize it. The reactants are: [CH3:1][O:2][C:3]1[CH:8]=[CH:7][C:6]([N:9]2[C:13]([NH2:14])=[CH:12][CH:11]=[N:10]2)=[CH:5][CH:4]=1.CCN(C(C)C)C(C)C.[CH3:24][C:25]1[CH:30]=[CH:29][C:28]([CH3:31])=[CH:27][C:26]=1[N:32]1[C:36]([S:37][CH2:38][C:39](O)=[O:40])=[N:35][N:34]=[N:33]1.CN(C(ON1N=NC2C=CC=NC1=2)=[N+](C)C)C.F[P-](F)(F)(F)(F)F.